Task: Predict the reaction yield, written as a fraction of the theoretical maximum amount of product (1.0 means a 100% yield; for example, 0.34 means a 34% yield).. Dataset: Reaction yield outcomes from USPTO patents with 853,638 reactions (1) The reactants are [O:1]1[C:5]2[CH:6]=[CH:7][C:8]([CH:10]=[O:11])=[CH:9][C:4]=2[CH:3]=[CH:2]1.[CH2:12](O)[CH2:13][OH:14].C(OC)(OC)OC.[Br-].[Br-].[Br-].C([N+](CCCC)(CCCC)CCCC)CCC.C([N+](CCCC)(CCCC)CCCC)CCC.C([N+](CCCC)(CCCC)CCCC)CCC.C([O-])(O)=O.[Na+]. No catalyst specified. The product is [O:11]1[CH2:12][CH2:13][O:14][CH:10]1[C:8]1[CH:7]=[CH:6][C:5]2[O:1][CH:2]=[CH:3][C:4]=2[CH:9]=1. The yield is 0.360. (2) The reactants are [CH3:1][C:2]1[C:3]([C:7]2[CH:8]=[N:9][NH:10][C:11]=2[NH2:12])=[N:4][NH:5][CH:6]=1.[CH2:13]([N:15]1[C:23]2[C:18](=[CH:19][C:20]([C:24](=O)[CH2:25][C:26](OCC)=[O:27])=[CH:21][CH:22]=2)[CH:17]=[N:16]1)[CH3:14].CC1C=CC(S(O)(=O)=O)=CC=1. The catalyst is CCCCO. The product is [CH2:13]([N:15]1[C:23]2[C:18](=[CH:19][C:20]([C:24]3[NH:12][C:11]4[N:10]([N:9]=[CH:8][C:7]=4[C:3]4[C:2]([CH3:1])=[CH:6][NH:5][N:4]=4)[C:26](=[O:27])[CH:25]=3)=[CH:21][CH:22]=2)[CH:17]=[N:16]1)[CH3:14]. The yield is 0.340. (3) The reactants are C([Li])(C)(C)C.[Cl:6][C:7]1[C:12]2[CH:13]=[CH:14][O:15][C:11]=2[CH:10]=[CH:9][N:8]=1.[F:16][C:17]([F:27])([F:26])[C:18]1[CH:19]=[C:20]([CH:23]=[CH:24][CH:25]=1)[CH:21]=[O:22].C(=O)(O)[O-].[Na+]. The catalyst is C1COCC1. The product is [Cl:6][C:7]1[C:12]2[CH:13]=[C:14]([CH:21]([C:20]3[CH:23]=[CH:24][CH:25]=[C:18]([C:17]([F:16])([F:26])[F:27])[CH:19]=3)[OH:22])[O:15][C:11]=2[CH:10]=[CH:9][N:8]=1. The yield is 0.950. (4) The reactants are Cl.[Cl:2][CH2:3]/[CH:4]=[CH:5]\[CH2:6][NH2:7].C(N(CC)C(C)C)(C)C.[C:17](O[C:17]([O:19][C:20]([CH3:23])([CH3:22])[CH3:21])=[O:18])([O:19][C:20]([CH3:23])([CH3:22])[CH3:21])=[O:18].C(=O)(O)[O-].[Na+]. The catalyst is C1COCC1.O.C(OCC)C. The product is [C:20]([O:19][C:17](=[O:18])[NH:7][CH2:6]/[CH:5]=[CH:4]\[CH2:3][Cl:2])([CH3:23])([CH3:22])[CH3:21]. The yield is 0.900. (5) The reactants are [CH:1]([O:4][C:5]([N:7]1[CH2:12][CH2:11][CH:10]([O:13][C:14]2[C:19]([O:20][CH3:21])=[C:18](Cl)[N:17]=[CH:16][N:15]=2)[CH2:9][CH2:8]1)=[O:6])([CH3:3])[CH3:2].C(=O)([O-])[O-].[K+].[K+].[Br:29][C:30]1[CH:35]=[CH:34][C:33]([OH:36])=[C:32]([F:37])[CH:31]=1. The catalyst is CC(N(C)C)=O. The product is [CH:1]([O:4][C:5]([N:7]1[CH2:12][CH2:11][CH:10]([O:13][C:14]2[C:19]([O:20][CH3:21])=[C:18]([O:36][C:33]3[CH:34]=[CH:35][C:30]([Br:29])=[CH:31][C:32]=3[F:37])[N:17]=[CH:16][N:15]=2)[CH2:9][CH2:8]1)=[O:6])([CH3:3])[CH3:2]. The yield is 0.350. (6) The reactants are Cl[C:2]1[N:11]=[C:10]([NH:12][C:13]2[CH:17]=[C:16]([CH3:18])[NH:15][N:14]=2)[C:9]2[C:4](=[CH:5][CH:6]=[CH:7][CH:8]=2)[N:3]=1.[C:19]1([CH3:28])[CH:24]=[CH:23][CH:22]=[C:21](B(O)O)[CH:20]=1.C([O-])([O-])=O.[Na+].[Na+].C(P(C(C)(C)C)C(C)(C)C)(C)(C)C. The catalyst is CN(C=O)C.C1C=CC(P(C2C=CC=CC=2)[C-]2C=CC=C2)=CC=1.C1C=CC(P(C2C=CC=CC=2)[C-]2C=CC=C2)=CC=1.Cl[Pd]Cl.[Fe+2].O. The product is [CH3:28][C:19]1[CH:20]=[C:21]([C:2]2[N:11]=[C:10]([NH:12][C:13]3[NH:14][N:15]=[C:16]([CH3:18])[CH:17]=3)[C:9]3[C:4](=[CH:5][CH:6]=[CH:7][CH:8]=3)[N:3]=2)[CH:22]=[CH:23][CH:24]=1. The yield is 0.750.